This data is from NCI-60 drug combinations with 297,098 pairs across 59 cell lines. The task is: Regression. Given two drug SMILES strings and cell line genomic features, predict the synergy score measuring deviation from expected non-interaction effect. (1) Drug 1: CN(C)C1=NC(=NC(=N1)N(C)C)N(C)C. Drug 2: CN(C(=O)NC(C=O)C(C(C(CO)O)O)O)N=O. Cell line: NCI/ADR-RES. Synergy scores: CSS=0.851, Synergy_ZIP=0.802, Synergy_Bliss=0.759, Synergy_Loewe=-1.55, Synergy_HSA=-1.15. (2) Drug 1: CC1=C(C=C(C=C1)NC(=O)C2=CC=C(C=C2)CN3CCN(CC3)C)NC4=NC=CC(=N4)C5=CN=CC=C5. Drug 2: C1CN(P(=O)(OC1)NCCCl)CCCl. Synergy scores: CSS=0.703, Synergy_ZIP=3.06, Synergy_Bliss=4.58, Synergy_Loewe=4.27, Synergy_HSA=3.28. Cell line: NCI-H522. (3) Drug 1: C1CCN(CC1)CCOC2=CC=C(C=C2)C(=O)C3=C(SC4=C3C=CC(=C4)O)C5=CC=C(C=C5)O. Drug 2: CN(CC1=CN=C2C(=N1)C(=NC(=N2)N)N)C3=CC=C(C=C3)C(=O)NC(CCC(=O)O)C(=O)O. Cell line: U251. Synergy scores: CSS=49.1, Synergy_ZIP=1.50, Synergy_Bliss=1.49, Synergy_Loewe=-29.3, Synergy_HSA=2.01.